Dataset: Forward reaction prediction with 1.9M reactions from USPTO patents (1976-2016). Task: Predict the product of the given reaction. (1) Given the reactants [N+:1]([C:4]1[CH:5]=[CH:6][CH:7]=[C:8]2[C:12]=1[NH:11][C:10]([C:13]([OH:15])=O)=[CH:9]2)([O-:3])=[O:2].N1(O)C2C=CC=CC=2N=N1.Cl.CN(C)CCCN=C=NCC.Cl.[C:39]([S:58][CH2:59][CH2:60][NH2:61])([C:52]1[CH:57]=[CH:56][CH:55]=[CH:54][CH:53]=1)([C:46]1[CH:51]=[CH:50][CH:49]=[CH:48][CH:47]=1)[C:40]1[CH:45]=[CH:44][CH:43]=[CH:42][CH:41]=1, predict the reaction product. The product is: [N+:1]([C:4]1[CH:5]=[CH:6][CH:7]=[C:8]2[C:12]=1[NH:11][C:10]([C:13]([NH:61][CH2:60][CH2:59][S:58][C:39]([C:46]1[CH:51]=[CH:50][CH:49]=[CH:48][CH:47]=1)([C:40]1[CH:41]=[CH:42][CH:43]=[CH:44][CH:45]=1)[C:52]1[CH:57]=[CH:56][CH:55]=[CH:54][CH:53]=1)=[O:15])=[CH:9]2)([O-:3])=[O:2]. (2) Given the reactants [CH3:1][O:2][C:3]1[C:11]2[C:10](=[O:12])[CH2:9][S:8][C:7]=2[CH:6]=[CH:5][CH:4]=1.C(N(CC)CC)C.[F:20][C:21]([F:34])([F:33])[S:22](O[S:22]([C:21]([F:34])([F:33])[F:20])(=[O:24])=[O:23])(=[O:24])=[O:23].Cl, predict the reaction product. The product is: [F:20][C:21]([F:34])([F:33])[S:22]([O:12][C:10]1[C:11]2[C:3]([O:2][CH3:1])=[CH:4][CH:5]=[CH:6][C:7]=2[S:8][CH:9]=1)(=[O:24])=[O:23]. (3) Given the reactants [C:1]12([CH2:11][OH:12])[CH2:10][CH:5]3[CH2:6][CH:7]([CH2:9][CH:3]([CH2:4]3)[CH2:2]1)[CH2:8]2.[NH2:13][CH2:14][CH2:15]O, predict the reaction product. The product is: [C:1]12([C:11]3[O:12][CH2:15][CH2:14][N:13]=3)[CH2:8][CH:7]3[CH2:6][CH:5]([CH2:4][CH:3]([CH2:9]3)[CH2:2]1)[CH2:10]2. (4) Given the reactants [Cl:1][C:2]1[CH:7]=[CH:6][C:5]([C:8]2[N:12]([CH2:13][CH:14]=[O:15])[C:11](=[O:16])[N:10]([CH2:17][C:18]([NH:20][CH:21]([C:24]3[CH:29]=[CH:28][CH:27]=[C:26]([C:30]([F:33])([F:32])[F:31])[CH:25]=3)[CH2:22]C)=[O:19])[N:9]=2)=[CH:4][CH:3]=1.[CH2:34]1COC[CH2:35]1.[CH2:39]([Mg]Br)C, predict the reaction product. The product is: [Cl:1][C:2]1[CH:3]=[CH:4][C:5]([C:8]2[N:12]([CH2:13][C:14]3([OH:15])[CH2:35][CH2:34]3)[C:11](=[O:16])[N:10]([CH2:17][C:18]([NH:20][C:21]([CH3:39])([C:24]3[CH:29]=[CH:28][CH:27]=[C:26]([C:30]([F:32])([F:31])[F:33])[CH:25]=3)[CH3:22])=[O:19])[N:9]=2)=[CH:6][CH:7]=1. (5) Given the reactants [F:1][C@H:2]1[C@@H:7]([NH:8][C:9](=[O:15])[O:10][C:11]([CH3:14])([CH3:13])[CH3:12])[CH2:6][CH2:5][N:4]([C:16]2[CH:17]=[CH:18][C:19]([F:28])=[C:20]3[C:25]=2[N:24]=[C:23]([CH2:26][OH:27])[CH:22]=[CH:21]3)[CH2:3]1.CS(C)=O.C(Cl)Cl.S(=O)(=O)=O.N1C=CC=CC=1, predict the reaction product. The product is: [F:1][C@H:2]1[C@@H:7]([NH:8][C:9](=[O:15])[O:10][C:11]([CH3:14])([CH3:13])[CH3:12])[CH2:6][CH2:5][N:4]([C:16]2[CH:17]=[CH:18][C:19]([F:28])=[C:20]3[C:25]=2[N:24]=[C:23]([CH:26]=[O:27])[CH:22]=[CH:21]3)[CH2:3]1. (6) Given the reactants [N:1]([C:4]([O:6][CH2:7][CH3:8])=[O:5])=[C:2]=[O:3].[CH3:9][N:10]([CH3:14])[CH2:11][CH2:12][NH2:13], predict the reaction product. The product is: [CH2:7]([O:6][C:4](=[O:5])[NH:1][C:2]([NH:13][CH2:12][CH2:11][N:10]([CH3:14])[CH3:9])=[O:3])[CH3:8]. (7) Given the reactants [C:1]([N:4]1[C:13]2[C:8](=[CH:9][C:10]([NH:14][CH2:15][C:16](=[O:18])[CH3:17])=[CH:11][CH:12]=2)[C@H:7]([NH:19][C:20](=[O:25])[O:21][CH:22]([CH3:24])[CH3:23])[CH2:6][C@@H:5]1[CH3:26])(=[O:3])[CH3:2].[C:27](OC(=O)C)(=[O:29])[CH3:28], predict the reaction product. The product is: [C:1]([N:4]1[C:13]2[C:8](=[CH:9][C:10]([N:14]([C:27](=[O:29])[CH3:28])[CH2:15][C:16](=[O:18])[CH3:17])=[CH:11][CH:12]=2)[C@H:7]([NH:19][C:20](=[O:25])[O:21][CH:22]([CH3:23])[CH3:24])[CH2:6][C@@H:5]1[CH3:26])(=[O:3])[CH3:2].